Predict the reaction yield, written as a fraction of the theoretical maximum amount of product (1.0 means a 100% yield; for example, 0.34 means a 34% yield). From a dataset of Reaction yield outcomes from USPTO patents with 853,638 reactions. (1) The reactants are [H-].[Na+].[Cl:3][C:4]1[CH:5]=[C:6]([NH2:12])[C:7]([O:10][CH3:11])=[N:8][CH:9]=1.[Cl:13][C:14]1[C:19]([CH3:20])=[CH:18][C:17]([N+:21]([O-:23])=[O:22])=[C:16](Cl)[N:15]=1. The catalyst is O1CCCC1. The product is [Cl:13][C:14]1[N:15]=[C:16]([NH:12][C:6]2[C:7]([O:10][CH3:11])=[N:8][CH:9]=[C:4]([Cl:3])[CH:5]=2)[C:17]([N+:21]([O-:23])=[O:22])=[CH:18][C:19]=1[CH3:20]. The yield is 0.740. (2) The catalyst is CN(C=O)C. The yield is 0.170. The product is [CH2:25]([O:24][C:23](=[O:27])[NH:1][C:2]1[NH:7][C:6](=[O:8])[C:5]([Br:9])=[C:4]([C:10]2[CH:15]=[CH:14][CH:13]=[CH:12][CH:11]=2)[N:3]=1)[CH3:26]. The reactants are [NH2:1][C:2]1[NH:7][C:6](=[O:8])[C:5]([Br:9])=[C:4]([C:10]2[CH:15]=[CH:14][CH:13]=[CH:12][CH:11]=2)[N:3]=1.CCN(CC)CC.[C:23](O[C:23]([O:24][CH2:25][CH3:26])=[O:27])(=[O:27])[O:24][CH2:25][CH3:26]. (3) The reactants are [Cl:1][C:2]1[CH:10]=[CH:9][C:8]2[N:7]([CH2:11][C:12]3[CH:17]=[CH:16][CH:15]=[C:14]([C:18]([F:21])([F:20])[F:19])[CH:13]=3)[N:6]=[CH:5][C:4]=2[C:3]=1[NH2:22].[Li+].C[Si]([N-][Si](C)(C)C)(C)C.[CH3:33][N:34]1[CH2:39][CH2:38][N:37]([CH2:40][CH2:41][O:42][C:43]2[CH:48]=[CH:47][N:46]3[C:49]([C:52](OCC)=[O:53])=[CH:50][N:51]=[C:45]3[CH:44]=2)[CH2:36][CH2:35]1. The catalyst is C1COCC1. The product is [Cl:1][C:2]1[C:3]([NH:22][C:52]([C:49]2[N:46]3[CH:47]=[CH:48][C:43]([O:42][CH2:41][CH2:40][N:37]4[CH2:38][CH2:39][N:34]([CH3:33])[CH2:35][CH2:36]4)=[CH:44][C:45]3=[N:51][CH:50]=2)=[O:53])=[C:4]2[C:8](=[CH:9][CH:10]=1)[N:7]([CH2:11][C:12]1[CH:17]=[CH:16][CH:15]=[C:14]([C:18]([F:20])([F:21])[F:19])[CH:13]=1)[N:6]=[CH:5]2. The yield is 0.0400. (4) The reactants are [Br:1][C:2]1[CH:7]=[CH:6][C:5]([CH2:8][C:9]([O:11][CH2:12][CH3:13])=[O:10])=[CH:4][CH:3]=1.[Li+].[CH3:15]C([N-]C(C)C)C.IC. The catalyst is C1COCC1. The product is [Br:1][C:2]1[CH:3]=[CH:4][C:5]([CH:8]([CH3:15])[C:9]([O:11][CH2:12][CH3:13])=[O:10])=[CH:6][CH:7]=1. The yield is 0.760. (5) The reactants are Cl[CH2:2][CH2:3][CH2:4][S:5]([N:8]1[CH2:13][CH2:12][CH:11]([C:14]2[C:22]3[C:17](=[C:18]([C:28]([NH2:30])=[O:29])[CH:19]=[C:20]([C:23]4[S:24][CH:25]=[CH:26][CH:27]=4)[CH:21]=3)[NH:16][N:15]=2)[CH2:10][CH2:9]1)(=[O:7])=[O:6].C([O-])([O-])=O.[K+].[K+].[I-].[Na+].[NH:39]1[CH2:43][CH2:42][CH2:41][CH2:40]1. The catalyst is CN(C=O)C. The product is [N:39]1([CH2:2][CH2:3][CH2:4][S:5]([N:8]2[CH2:13][CH2:12][CH:11]([C:14]3[C:22]4[C:17](=[C:18]([C:28]([NH2:30])=[O:29])[CH:19]=[C:20]([C:23]5[S:24][CH:25]=[CH:26][CH:27]=5)[CH:21]=4)[NH:16][N:15]=3)[CH2:10][CH2:9]2)(=[O:7])=[O:6])[CH2:43][CH2:42][CH2:41][CH2:40]1. The yield is 0.420. (6) No catalyst specified. The product is [CH:18]([C:21]1[CH:27]=[CH:26][CH:25]=[CH:24][C:22]=1[NH:23][C:2]1[CH:7]=[C:6]([C:8]2[CH:13]=[CH:12][CH:11]=[CH:10][CH:9]=2)[C:5]([CH3:14])=[CH:4][C:3]=1[N+:15]([O-:17])=[O:16])([CH3:20])[CH3:19]. The reactants are F[C:2]1[C:3]([N+:15]([O-:17])=[O:16])=[CH:4][C:5]([CH3:14])=[C:6]([C:8]2[CH:13]=[CH:12][CH:11]=[CH:10][CH:9]=2)[CH:7]=1.[CH:18]([C:21]1[CH:27]=[CH:26][CH:25]=[CH:24][C:22]=1[NH2:23])([CH3:20])[CH3:19].[F-].[K+]. The yield is 0.734. (7) The reactants are Cl.[CH2:2]([C:4]1[S:24][C:7]2[N:8]=[C:9]([S:18][CH2:19][C:20]([O:22][CH3:23])=[O:21])[N:10]=[C:11]([N:12]3[CH2:17][CH2:16][NH:15][CH2:14][CH2:13]3)[C:6]=2[CH:5]=1)[CH3:3].C(N(C(C)C)CC)(C)C.[CH2:34]([O:36][C:37]1[CH:38]=[C:39]([CH:43]=[CH:44][CH:45]=1)[C:40](O)=[O:41])[CH3:35].CN(C(ON1N=NC2C=CC=NC1=2)=[N+](C)C)C.F[P-](F)(F)(F)(F)F. The product is [CH2:34]([O:36][C:37]1[CH:38]=[C:39]([CH:43]=[CH:44][CH:45]=1)[C:40]([N:15]1[CH2:16][CH2:17][N:12]([C:11]2[C:6]3[CH:5]=[C:4]([CH2:2][CH3:3])[S:24][C:7]=3[N:8]=[C:9]([S:18][CH2:19][C:20]([O:22][CH3:23])=[O:21])[N:10]=2)[CH2:13][CH2:14]1)=[O:41])[CH3:35]. The catalyst is CN(C=O)C. The yield is 0.450. (8) The reactants are [H-].[Na+].[NH:3]1[C:11]2[C:6](=[CH:7][CH:8]=[CH:9][CH:10]=2)[C:5]([C:12]([O:14][CH3:15])=[O:13])=[CH:4]1.[CH3:16]I. The catalyst is CN(C=O)C.O. The product is [CH3:16][N:3]1[C:11]2[C:6](=[CH:7][CH:8]=[CH:9][CH:10]=2)[C:5]([C:12]([O:14][CH3:15])=[O:13])=[CH:4]1. The yield is 0.960.